From a dataset of NCI-60 drug combinations with 297,098 pairs across 59 cell lines. Regression. Given two drug SMILES strings and cell line genomic features, predict the synergy score measuring deviation from expected non-interaction effect. (1) Drug 1: CN(CC1=CN=C2C(=N1)C(=NC(=N2)N)N)C3=CC=C(C=C3)C(=O)NC(CCC(=O)O)C(=O)O. Drug 2: CS(=O)(=O)OCCCCOS(=O)(=O)C. Cell line: OVCAR3. Synergy scores: CSS=28.3, Synergy_ZIP=-0.883, Synergy_Bliss=-2.00, Synergy_Loewe=-49.1, Synergy_HSA=-2.08. (2) Drug 2: C1CCN(CC1)CCOC2=CC=C(C=C2)C(=O)C3=C(SC4=C3C=CC(=C4)O)C5=CC=C(C=C5)O. Synergy scores: CSS=2.50, Synergy_ZIP=3.20, Synergy_Bliss=6.21, Synergy_Loewe=4.56, Synergy_HSA=4.23. Cell line: HCC-2998. Drug 1: CN1CCC(CC1)COC2=C(C=C3C(=C2)N=CN=C3NC4=C(C=C(C=C4)Br)F)OC. (3) Drug 1: C1=C(C(=O)NC(=O)N1)F. Drug 2: CC(C)(C#N)C1=CC(=CC(=C1)CN2C=NC=N2)C(C)(C)C#N. Cell line: NCI-H522. Synergy scores: CSS=11.7, Synergy_ZIP=-10.8, Synergy_Bliss=-12.3, Synergy_Loewe=-11.4, Synergy_HSA=-11.1. (4) Drug 1: CS(=O)(=O)C1=CC(=C(C=C1)C(=O)NC2=CC(=C(C=C2)Cl)C3=CC=CC=N3)Cl. Drug 2: COCCOC1=C(C=C2C(=C1)C(=NC=N2)NC3=CC=CC(=C3)C#C)OCCOC.Cl. Cell line: SW-620. Synergy scores: CSS=-8.72, Synergy_ZIP=1.98, Synergy_Bliss=-5.36, Synergy_Loewe=-8.21, Synergy_HSA=-8.75. (5) Drug 1: C1=C(C(=O)NC(=O)N1)F. Drug 2: CC1=C(C(CCC1)(C)C)C=CC(=CC=CC(=CC(=O)O)C)C. Cell line: OVCAR-8. Synergy scores: CSS=37.4, Synergy_ZIP=7.38, Synergy_Bliss=0.590, Synergy_Loewe=0.783, Synergy_HSA=1.90.